Predict the reactants needed to synthesize the given product. From a dataset of Retrosynthesis with 50K atom-mapped reactions and 10 reaction types from USPTO. Given the product F[C@H]1CCNC1, predict the reactants needed to synthesize it. The reactants are: CC(C)(C)OC(=O)N1CC[C@H](F)C1.